From a dataset of Catalyst prediction with 721,799 reactions and 888 catalyst types from USPTO. Predict which catalyst facilitates the given reaction. (1) Reactant: [N:1]1([C:7]2[CH:12]=[CH:11][C:10]([NH:13][C:14]3[N:19]=[C:18]([C:20]4[CH:25]=[CH:24][C:23]([NH:26][C:27]([CH:29]5[CH2:33][CH2:32][CH2:31][N:30]5C([O-])=O)=[O:28])=[CH:22][CH:21]=4)[CH:17]=[CH:16][N:15]=3)=[CH:9][CH:8]=2)[CH2:6][CH2:5][O:4][CH2:3][CH2:2]1.Cl.O1CCOC[CH2:39]1. Product: [CH3:39][C@@:29]1([C:27]([NH:26][C:23]2[CH:22]=[CH:21][C:20]([C:18]3[CH:17]=[CH:16][N:15]=[C:14]([NH:13][C:10]4[CH:9]=[CH:8][C:7]([N:1]5[CH2:6][CH2:5][O:4][CH2:3][CH2:2]5)=[CH:12][CH:11]=4)[N:19]=3)=[CH:25][CH:24]=2)=[O:28])[CH2:33][CH2:32][CH2:31][NH:30]1. The catalyst class is: 370. (2) Reactant: [CH3:1][O:2][C:3](=[O:18])[CH2:4][C:5]1[C:13]2[C:8](=[CH:9][CH:10]=[CH:11][CH:12]=2)[N:7]([C:14]([O:16][CH3:17])=[O:15])[CH:6]=1.CN(C)P(=O)(N(C)C)N(C)C.C[Si]([N-][Si](C)(C)C)(C)C.[Li+].[CH3:40][CH:41]([CH2:44][CH2:45][CH3:46])[CH2:42]I. Product: [CH3:1][O:2][C:3](=[O:18])[CH:4]([CH2:40][CH:41]([CH3:42])[CH2:44][CH2:45][CH3:46])[C:5]1[C:13]2[C:8](=[CH:9][CH:10]=[CH:11][CH:12]=2)[N:7]([C:14]([O:16][CH3:17])=[O:15])[CH:6]=1. The catalyst class is: 7. (3) Reactant: [Br:1][C:2]1[CH:3]=[C:4]([CH:8]2[NH:12][C:11](=[O:13])[CH2:10][CH2:9]2)[CH:5]=[N:6][CH:7]=1.[H-].[Na+].[CH3:16]I. Product: [Br:1][C:2]1[CH:3]=[C:4]([CH:8]2[N:12]([CH3:16])[C:11](=[O:13])[CH2:10][CH2:9]2)[CH:5]=[N:6][CH:7]=1. The catalyst class is: 1. (4) Reactant: C1(P(C2C=CC=CC=2)C2C=CC=CC=2)C=CC=CC=1.[Br:20]Br.[F:22][C:23]1[CH:24]=[C:25]2[C:29](=[CH:30][CH:31]=1)[N:28]([S:32]([C:35]1[CH:41]=[CH:40][C:38]([CH3:39])=[CH:37][CH:36]=1)(=[O:34])=[O:33])[CH:27]=[C:26]2[CH2:42]O. Product: [Br:20][CH2:42][C:26]1[C:25]2[C:29](=[CH:30][CH:31]=[C:23]([F:22])[CH:24]=2)[N:28]([S:32]([C:35]2[CH:41]=[CH:40][C:38]([CH3:39])=[CH:37][CH:36]=2)(=[O:34])=[O:33])[CH:27]=1. The catalyst class is: 2. (5) Reactant: [Cl:1][C:2]1[CH:7]=[CH:6][C:5]([CH:8]2[CH2:14][C:13](=[O:15])[O:12][C:10](=O)[CH2:9]2)=[CH:4][CH:3]=1.[C:16]([NH2:25])(=[O:24])[C:17]1[C:18](=[CH:20][CH:21]=[CH:22][CH:23]=1)[NH2:19]. Product: [Cl:1][C:2]1[CH:3]=[CH:4][C:5]([CH:8]([CH2:9][C:10]2[N:25]=[C:16]([OH:24])[C:17]3[C:18](=[CH:20][CH:21]=[CH:22][CH:23]=3)[N:19]=2)[CH2:14][C:13]([OH:12])=[O:15])=[CH:6][CH:7]=1. The catalyst class is: 11. (6) Reactant: F[C:2]1[CH:7]=[CH:6][C:5]([C:8]([F:11])([F:10])[F:9])=[CH:4][C:3]=1[N+:12]([O-:14])=[O:13].[OH:15][CH2:16][CH2:17][N:18]1[CH2:23][CH2:22][N:21]([C:24]([O:26][C:27]([CH3:30])([CH3:29])[CH3:28])=[O:25])[CH2:20][CH2:19]1.C(=O)([O-])[O-].[Cs+].[Cs+].CN(C=O)C. Product: [N+:12]([C:3]1[CH:4]=[C:5]([C:8]([F:11])([F:10])[F:9])[CH:6]=[CH:7][C:2]=1[O:15][CH2:16][CH2:17][N:18]1[CH2:23][CH2:22][N:21]([C:24]([O:26][C:27]([CH3:30])([CH3:29])[CH3:28])=[O:25])[CH2:20][CH2:19]1)([O-:14])=[O:13]. The catalyst class is: 161. (7) Reactant: [CH3:1][CH:2]([CH3:28])[C@@H:3]([NH:8][S:9]([C:12]1[CH:27]=[CH:26][C:15]2[O:16][C:17]3[CH:22]=[C:21]([N+:23]([O-])=O)[CH:20]=[CH:19][C:18]=3[C:14]=2[CH:13]=1)(=[O:11])=[O:10])[C:4]([O:6][CH3:7])=[O:5]. Product: [NH2:23][C:21]1[CH:20]=[CH:19][C:18]2[C:14]3[CH:13]=[C:12]([S:9]([NH:8][C@H:3]([CH:2]([CH3:1])[CH3:28])[C:4]([O:6][CH3:7])=[O:5])(=[O:10])=[O:11])[CH:27]=[CH:26][C:15]=3[O:16][C:17]=2[CH:22]=1. The catalyst class is: 19. (8) Reactant: CC(C)([O-])C.[K+].[O:7]1[CH2:12][CH2:11][CH:10]([C@@H:13]([OH:15])[CH3:14])[CH2:9][CH2:8]1.F[C:17]1[CH:24]=[CH:23][C:22]([C:25]2[N:30]=[C:29]([NH:31][C:32]3[CH:37]=[CH:36][C:35]([N:38]4[CH2:43][CH2:42][N:41]([CH:44]5[CH2:47][O:46][CH2:45]5)[CH2:40][CH2:39]4)=[CH:34][CH:33]=3)[N:28]=[CH:27][N:26]=2)=[CH:21][C:18]=1[C:19]#[N:20]. Product: [O:46]1[CH2:45][CH:44]([N:41]2[CH2:42][CH2:43][N:38]([C:35]3[CH:34]=[CH:33][C:32]([NH:31][C:29]4[N:28]=[CH:27][N:26]=[C:25]([C:22]5[CH:23]=[CH:24][C:17]([O:15][C@H:13]([CH:10]6[CH2:11][CH2:12][O:7][CH2:8][CH2:9]6)[CH3:14])=[C:18]([CH:21]=5)[C:19]#[N:20])[N:30]=4)=[CH:37][CH:36]=3)[CH2:39][CH2:40]2)[CH2:47]1. The catalyst class is: 504. (9) Reactant: [CH:1]1([C:4]2[C:8]([C:9]#[N:10])=[CH:7][N:6]([C:11]3[CH:12]=[N:13][C:14]([C:17]([F:20])([F:19])[F:18])=[CH:15][CH:16]=3)[N:5]=2)[CH2:3][CH2:2]1. Product: [CH:1]1([C:4]2[C:8]([CH2:9][NH2:10])=[CH:7][N:6]([C:11]3[CH:12]=[N:13][C:14]([C:17]([F:18])([F:20])[F:19])=[CH:15][CH:16]=3)[N:5]=2)[CH2:3][CH2:2]1. The catalyst class is: 5. (10) Reactant: [CH3:1][C:2]1[CH2:6][CH2:5][CH2:4][CH:3]=1.Cl[N-:8][S:9]([C:12]1[CH:17]=[CH:16][C:15]([CH3:18])=[CH:14][CH:13]=1)(=[O:11])=[O:10].[Na+].[Br-].[Br-].[Br-].C[N+](C)(C)C1C=CC=CC=1.C[N+](C1C=CC=CC=1)(C)C.C[N+](C1C=CC=CC=1)(C)C.O. Product: [CH3:1][C:2]12[N:8]([S:9]([C:12]3[CH:17]=[CH:16][C:15]([CH3:18])=[CH:14][CH:13]=3)(=[O:10])=[O:11])[CH:6]1[CH2:5][CH2:4][CH2:3]2. The catalyst class is: 1.